This data is from Full USPTO retrosynthesis dataset with 1.9M reactions from patents (1976-2016). The task is: Predict the reactants needed to synthesize the given product. (1) Given the product [C:1]1(=[CH:7][C:8]2[C:9]([C:16]3[CH:21]=[C:20]([C:22]([CH3:25])([CH3:24])[CH3:23])[CH:19]=[C:18]([C:26]([CH3:29])([CH3:28])[CH3:27])[CH:17]=3)=[N:10][C:32]([C:33]([OH:30])=[O:34])=[N:12][CH:13]=2)[CH2:6][CH2:5][CH2:4][CH2:3][CH2:2]1, predict the reactants needed to synthesize it. The reactants are: [C:1]1(=[CH:7][C:8]2[C:9]([C:16]3[CH:21]=[C:20]([C:22]([CH3:25])([CH3:24])[CH3:23])[CH:19]=[C:18]([C:26]([CH3:29])([CH3:28])[CH3:27])[CH:17]=3)=[N:10]C(C#N)=[N:12][CH:13]=2)[CH2:6][CH2:5][CH2:4][CH2:3][CH2:2]1.[OH-:30].[Na+].[CH3:32][CH2:33][OH:34]. (2) Given the product [ClH:29].[CH2:1]([O:8][C:9]1[CH:14]=[CH:13][C:12]([C@H:15]2[CH2:20][CH2:19][NH:18][CH2:17][C@@H:16]2[F:28])=[CH:11][CH:10]=1)[C:2]1[CH:3]=[CH:4][CH:5]=[CH:6][CH:7]=1, predict the reactants needed to synthesize it. The reactants are: [CH2:1]([O:8][C:9]1[CH:14]=[CH:13][C:12]([C@H:15]2[CH2:20][CH2:19][N:18](C(OC(C)(C)C)=O)[CH2:17][C@@H:16]2[F:28])=[CH:11][CH:10]=1)[C:2]1[CH:7]=[CH:6][CH:5]=[CH:4][CH:3]=1.[ClH:29]. (3) Given the product [CH3:40][N:9]([C:7]([C:2]1[CH:3]=[N:4][CH:5]=[CH:6][N:1]=1)=[O:8])[C:10]1[C:11]([C:34]([O:36][CH3:37])=[O:35])=[N:12][N:13]([C:15]([C:22]2[CH:27]=[CH:26][CH:25]=[CH:24][CH:23]=2)([C:28]2[CH:29]=[CH:30][CH:31]=[CH:32][CH:33]=2)[C:16]2[CH:17]=[CH:18][CH:19]=[CH:20][CH:21]=2)[CH:14]=1, predict the reactants needed to synthesize it. The reactants are: [N:1]1[CH:6]=[CH:5][N:4]=[CH:3][C:2]=1[C:7]([NH:9][C:10]1[C:11]([C:34]([O:36][CH3:37])=[O:35])=[N:12][N:13]([C:15]([C:28]2[CH:33]=[CH:32][CH:31]=[CH:30][CH:29]=2)([C:22]2[CH:27]=[CH:26][CH:25]=[CH:24][CH:23]=2)[C:16]2[CH:21]=[CH:20][CH:19]=[CH:18][CH:17]=2)[CH:14]=1)=[O:8].[H-].[Na+].[CH3:40]I.[Cl-].[NH4+].